From a dataset of Forward reaction prediction with 1.9M reactions from USPTO patents (1976-2016). Predict the product of the given reaction. (1) Given the reactants [NH2:1][C:2]1[C:11]2[C:6](=[C:7](Br)[CH:8]=[CH:9][CH:10]=2)[N:5]=[N:4][C:3]=1[C:13]([NH:15][CH2:16][CH2:17][CH3:18])=[O:14].[F:19][C:20]1[CH:21]=[C:22](B(O)O)[CH:23]=[N:24][C:25]=1[O:26][CH3:27], predict the reaction product. The product is: [NH2:1][C:2]1[C:11]2[C:6](=[C:7]([C:22]3[CH:23]=[N:24][C:25]([O:26][CH3:27])=[C:20]([F:19])[CH:21]=3)[CH:8]=[CH:9][CH:10]=2)[N:5]=[N:4][C:3]=1[C:13]([NH:15][CH2:16][CH2:17][CH3:18])=[O:14]. (2) Given the reactants Cl[C:2]([O:4][CH3:5])=[O:3].[F:6][C:7]1[C:12]([F:13])=[CH:11][CH:10]=[CH:9][C:8]=1[CH2:14][CH2:15][NH2:16].N1C=CC=CC=1, predict the reaction product. The product is: [CH3:5][O:4][C:2](=[O:3])[NH:16][CH2:15][CH2:14][C:8]1[CH:9]=[CH:10][CH:11]=[C:12]([F:13])[C:7]=1[F:6]. (3) The product is: [Si:21]([O:1][CH2:2][C:3]1[C:4]2[N:5]([N:9]=[C:10]([C:12]([F:15])([F:14])[F:13])[CH:11]=2)[CH:6]=[CH:7][CH:8]=1)([C:24]([CH3:27])([CH3:26])[CH3:25])([CH3:23])[CH3:22]. Given the reactants [OH:1][CH2:2][C:3]1[C:4]2[N:5]([N:9]=[C:10]([C:12]([F:15])([F:14])[F:13])[CH:11]=2)[CH:6]=[CH:7][CH:8]=1.N1C=CN=C1.[Si:21](Cl)([C:24]([CH3:27])([CH3:26])[CH3:25])([CH3:23])[CH3:22], predict the reaction product. (4) Given the reactants Br[CH:2]1[CH2:7][CH2:6][N:5]([C:8]([O:10][CH2:11][C:12]2[CH:17]=[CH:16][CH:15]=[CH:14][CH:13]=2)=[O:9])[CH2:4][CH2:3]1.[C:18]([O-:21])(=[S:20])[CH3:19].[K+].C(OCC1C=CC=CC=1)(=S)C.N1(C(OCC2C=CC=CC=2)=O)CC=CCC1, predict the reaction product. The product is: [C:18]([S:20][CH:2]1[CH2:7][CH2:6][N:5]([C:8]([O:10][CH2:11][C:12]2[CH:17]=[CH:16][CH:15]=[CH:14][CH:13]=2)=[O:9])[CH2:4][CH2:3]1)(=[O:21])[CH3:19].